Dataset: Reaction yield outcomes from USPTO patents with 853,638 reactions. Task: Predict the reaction yield, written as a fraction of the theoretical maximum amount of product (1.0 means a 100% yield; for example, 0.34 means a 34% yield). (1) The reactants are Cl[C:2]1[N:7]=[C:6]([N:8]([CH3:20])[C:9]2[CH:14]=[CH:13][C:12]([O:15][C:16]([F:19])([F:18])[F:17])=[CH:11][CH:10]=2)[CH:5]=[C:4]([C:21]([F:24])([F:23])[F:22])[N:3]=1.C[NH:26][NH2:27]. The catalyst is C1COCC1. The product is [NH:26]([C:2]1[N:7]=[C:6]([N:8]([CH3:20])[C:9]2[CH:14]=[CH:13][C:12]([O:15][C:16]([F:19])([F:18])[F:17])=[CH:11][CH:10]=2)[CH:5]=[C:4]([C:21]([F:24])([F:23])[F:22])[N:3]=1)[NH2:27]. The yield is 0.880. (2) The reactants are [BH4-].[Na+].[Br:3][C:4]1[CH:9]=[CH:8][C:7]([C@@H:10]([C:14](N2[C@@H](C(C)C)COC2=O)=[O:15])[CH2:11][C:12]#[N:13])=[C:6]([O:25][CH3:26])[CH:5]=1.OS([O-])(=O)=O.[K+].[O-]S([O-])(=O)=O.[Na+].[Na+]. The catalyst is O.C1COCC1. The product is [Br:3][C:4]1[CH:9]=[CH:8][C:7]([C@@H:10]([CH2:14][OH:15])[CH2:11][C:12]#[N:13])=[C:6]([O:25][CH3:26])[CH:5]=1. The yield is 0.920.